This data is from Forward reaction prediction with 1.9M reactions from USPTO patents (1976-2016). The task is: Predict the product of the given reaction. (1) Given the reactants [C:1]12([C:11]3[CH:12]=[C:13]([C:29]4[CH:34]=[CH:33][CH:32]=[C:31]([CH:35]=[O:36])[CH:30]=4)[CH:14]=[C:15]([C:21](=[O:28])[C:22]4[CH:27]=[CH:26][CH:25]=[CH:24][CH:23]=4)[C:16]=3[O:17]COC)[CH2:10][CH:5]3[CH2:6][CH:7]([CH2:9][CH:3]([CH2:4]3)[CH2:2]1)[CH2:8]2.S(=O)(=O)(O)O.C(=O)(O)[O-].[Na+], predict the reaction product. The product is: [C:1]12([C:11]3[CH:12]=[C:13]([C:29]4[CH:30]=[C:31]([CH:32]=[CH:33][CH:34]=4)[CH:35]=[O:36])[CH:14]=[C:15]([C:21](=[O:28])[C:22]4[CH:27]=[CH:26][CH:25]=[CH:24][CH:23]=4)[C:16]=3[OH:17])[CH2:10][CH:5]3[CH2:4][CH:3]([CH2:9][CH:7]([CH2:6]3)[CH2:8]1)[CH2:2]2. (2) Given the reactants [CH3:1][C:2]1[CH:3]=[CH:4][C:5]([C:8](=O)[CH2:9][C:10](=O)[C:11]([O:13][CH2:14][CH3:15])=[O:12])=[N:6][CH:7]=1.[NH:18]([C:20]1[CH:25]=[CH:24][CH:23]=[CH:22][N:21]=1)[NH2:19].Cl.C(=O)([O-])O.[Na+], predict the reaction product. The product is: [CH3:1][C:2]1[CH:3]=[CH:4][C:5]([C:8]2[N:18]([C:20]3[CH:25]=[CH:24][CH:23]=[CH:22][N:21]=3)[N:19]=[C:10]([C:11]([O:13][CH2:14][CH3:15])=[O:12])[CH:9]=2)=[N:6][CH:7]=1. (3) Given the reactants [C:1]([O:5][C:6]([N:8]1[CH2:15][CH:14]2[N:16]([C:17]([O:19][C:20]([CH3:23])([CH3:22])[CH3:21])=[O:18])[CH:10]([CH2:11][C:12]([C:40]3[S:44][C:43]([O:45][CH2:46][CH2:47][O:48][Si](C(C)(C)C)(C)C)=[N:42][CH:41]=3)=[C:13]2[C:24](=[O:39])[N:25]([CH:36]2[CH2:38][CH2:37]2)[CH2:26][C:27]2[CH:32]=[CH:31][CH:30]=[C:29]([O:33][CH3:34])[C:28]=2[CH3:35])[CH2:9]1)=[O:7])([CH3:4])([CH3:3])[CH3:2].C1(C)C=CC(S(O)(=O)=O)=CC=1.C([O-])([O-])=O.[Na+].[Na+], predict the reaction product. The product is: [C:1]([O:5][C:6]([N:8]1[CH2:15][CH:14]2[N:16]([C:17]([O:19][C:20]([CH3:22])([CH3:21])[CH3:23])=[O:18])[CH:10]([CH2:11][C:12]([C:40]3[S:44][C:43]([O:45][CH2:46][CH2:47][OH:48])=[N:42][CH:41]=3)=[C:13]2[C:24](=[O:39])[N:25]([CH:36]2[CH2:37][CH2:38]2)[CH2:26][C:27]2[CH:32]=[CH:31][CH:30]=[C:29]([O:33][CH3:34])[C:28]=2[CH3:35])[CH2:9]1)=[O:7])([CH3:2])([CH3:3])[CH3:4]. (4) Given the reactants C[O:2][C:3](=[O:17])[CH:4]([CH2:13][CH:14]([CH3:16])[CH3:15])[CH2:5][C:6]([O:8][C:9]([CH3:12])([CH3:11])[CH3:10])=[O:7].[Cl-].[Li+], predict the reaction product. The product is: [C:9]([O:8][C:6](=[O:7])[CH2:5][CH:4]([CH2:13][CH:14]([CH3:15])[CH3:16])[C:3]([OH:17])=[O:2])([CH3:12])([CH3:11])[CH3:10]. (5) Given the reactants [S:2]([C:3]1[C:4]([NH2:22])=[C:5]([F:21])[C:6]([NH:13][C:14]2[CH:19]=[CH:18][CH:17]=[CH:16][C:15]=2[Cl:20])=[C:7]([CH:12]=1)[C:8]([O:10][CH3:11])=[O:9])[S:2][C:3]1[C:4]([NH2:22])=[C:5]([F:21])[C:6]([NH:13][C:14]2[CH:19]=[CH:18][CH:17]=[CH:16][C:15]=2[Cl:20])=[C:7]([CH:12]=1)[C:8]([O:10][CH3:11])=[O:9].[BH4-].[Na+], predict the reaction product. The product is: [NH2:22][C:4]1[C:3]([SH:2])=[CH:12][C:7]([C:8]([O:10][CH3:11])=[O:9])=[C:6]([NH:13][C:14]2[CH:19]=[CH:18][CH:17]=[CH:16][C:15]=2[Cl:20])[C:5]=1[F:21]. (6) Given the reactants [CH2:1]([C:5]1[N:6]=[C:7]([CH3:27])[NH:8][C:9](=[O:26])[C:10]=1[CH2:11][C:12]1[CH:17]=[CH:16][C:15]([C:18]2[C:19]([C:24]#[N:25])=[CH:20][CH:21]=[CH:22][CH:23]=2)=[CH:14][CH:13]=1)[CH2:2][CH2:3][CH3:4].C(C=P(CCCC)(CCCC)CCCC)#N.[CH3:44][C:45]([C:49]1[CH:54]=[CH:53][CH:52]=[CH:51][CH:50]=1)([CH3:48])[CH2:46]O, predict the reaction product. The product is: [CH2:1]([C:5]1[N:6]=[C:7]([CH3:27])[N:8]([CH2:44][C:45]([CH3:48])([C:49]2[CH:54]=[CH:53][CH:52]=[CH:51][CH:50]=2)[CH3:46])[C:9](=[O:26])[C:10]=1[CH2:11][C:12]1[CH:17]=[CH:16][C:15]([C:18]2[C:19]([C:24]#[N:25])=[CH:20][CH:21]=[CH:22][CH:23]=2)=[CH:14][CH:13]=1)[CH2:2][CH2:3][CH3:4]. (7) Given the reactants [OH:1][N:2]=[C:3]([C:5]1[CH:10]=[CH:9][C:8]([I:11])=[CH:7][CH:6]=1)[NH2:4].C(N(CC)CC)C.[C:19](OC(=O)C)(=[O:21])[CH3:20], predict the reaction product. The product is: [C:19]([O:1][N:2]=[C:3]([C:5]1[CH:10]=[CH:9][C:8]([I:11])=[CH:7][CH:6]=1)[NH2:4])(=[O:21])[CH3:20]. (8) The product is: [CH2:16]([N:18]([CH:19]([CH3:21])[CH3:20])[CH2:2][CH2:3][CH2:4][S:5][S:6]([C:9]1[CH:14]=[CH:13][C:12]([CH3:15])=[CH:11][CH:10]=1)(=[O:8])=[O:7])[CH3:17]. Given the reactants Cl[CH2:2][CH2:3][CH2:4][S:5][S:6]([C:9]1[CH:14]=[CH:13][C:12]([CH3:15])=[CH:11][CH:10]=1)(=[O:8])=[O:7].[CH2:16]([NH:18][CH:19]([CH3:21])[CH3:20])[CH3:17].C(=O)([O-])[O-].[K+].[K+], predict the reaction product.